This data is from Forward reaction prediction with 1.9M reactions from USPTO patents (1976-2016). The task is: Predict the product of the given reaction. (1) Given the reactants [Br:1][C:2]1[CH:9]=[CH:8][CH:7]=[CH:6][C:3]=1[CH:4]=O.[NH2:10][C:11]1[CH:15]=[CH:14][NH:13][N:12]=1.O=[C:17]([CH2:24][CH2:25][CH3:26])[CH2:18][C:19]([O:21][CH2:22][CH3:23])=[O:20], predict the reaction product. The product is: [Br:1][C:2]1[CH:9]=[CH:8][CH:7]=[CH:6][C:3]=1[CH:4]1[C:18]([C:19]([O:21][CH2:22][CH3:23])=[O:20])=[C:17]([CH2:24][CH2:25][CH3:26])[NH:10][C:11]2=[N:12][NH:13][CH:14]=[C:15]12. (2) The product is: [C:1]([O:5][C:6]([N:8]1[CH2:9][CH2:10][CH:11]([C:14]2[O:16][N:47]=[C:34]([CH2:35][O:36][C:37]3[CH:38]=[CH:39][C:40]([S:43]([CH3:46])(=[O:45])=[O:44])=[CH:41][CH:42]=3)[N:33]=2)[CH2:12][CH2:13]1)=[O:7])([CH3:2])([CH3:3])[CH3:4]. Given the reactants [C:1]([O:5][C:6]([N:8]1[CH2:13][CH2:12][CH:11]([C:14]([OH:16])=O)[CH2:10][CH2:9]1)=[O:7])([CH3:4])([CH3:3])[CH3:2].CCN(CC)CC.C(OC(Cl)=O)C(C)C.O[NH:33][C:34](=[NH:47])[CH2:35][O:36][C:37]1[CH:42]=[CH:41][C:40]([S:43]([CH3:46])(=[O:45])=[O:44])=[CH:39][CH:38]=1, predict the reaction product.